Dataset: Catalyst prediction with 721,799 reactions and 888 catalyst types from USPTO. Task: Predict which catalyst facilitates the given reaction. (1) Reactant: [NH2:1][C:2]1[CH:10]=[C:9]([CH3:11])[CH:8]=[C:7]([CH3:12])[C:3]=1[C:4](O)=[O:5].CC[N:15]=C=NCCCN(C)C.Cl.C1C=CC2N(O)N=NC=2C=1.CN1CCOCC1.[OH-].[NH4+]. Product: [NH2:1][C:2]1[CH:10]=[C:9]([CH3:11])[CH:8]=[C:7]([CH3:12])[C:3]=1[C:4]([NH2:15])=[O:5]. The catalyst class is: 1. (2) Reactant: [CH2:1]([C:3]1[CH:11]=[C:10]2[C:6]([CH:7]=[N:8][NH:9]2)=[CH:5][C:4]=1[C:12]#[N:13])[CH3:2].C(=O)(O)[O-].[Na+].Cl.[NH2:20][OH:21]. Product: [CH2:1]([C:3]1[CH:11]=[C:10]2[C:6]([CH:7]=[N:8][NH:9]2)=[CH:5][C:4]=1[C:12](=[NH:13])[NH:20][OH:21])[CH3:2]. The catalyst class is: 8. (3) Reactant: [N:1]1([C:8]2[CH:13]=[CH:12][C:11](Br)=[CH:10][C:9]=2/[CH:15]=[CH:16]/[C:17]([O:19][CH2:20][CH3:21])=[O:18])[CH2:7][CH2:6][CH2:5][CH2:4][CH2:3][CH2:2]1.[CH2:22]([O:26][CH2:27][CH2:28][O:29][C:30]1[CH:35]=[CH:34][C:33](OB(O)O)=[CH:32][CH:31]=1)[CH2:23][CH2:24][CH3:25].C(=O)([O-])[O-].[K+].[K+]. Product: [N:1]1([C:8]2[CH:13]=[CH:12][C:11]([C:33]3[CH:34]=[CH:35][C:30]([O:29][CH2:28][CH2:27][O:26][CH2:22][CH2:23][CH2:24][CH3:25])=[CH:31][CH:32]=3)=[CH:10][C:9]=2/[CH:15]=[CH:16]/[C:17]([O:19][CH2:20][CH3:21])=[O:18])[CH2:7][CH2:6][CH2:5][CH2:4][CH2:3][CH2:2]1. The catalyst class is: 460. (4) Reactant: [F:1][C:2]1[CH:7]=[CH:6][CH:5]=[CH:4][C:3]=1[C:8]1[N:12]([S:13]([C:16]2[CH:21]=[CH:20][CH:19]=[C:18]([OH:22])[CH:17]=2)(=[O:15])=[O:14])[CH:11]=[C:10]([CH2:23][N:24]([CH3:32])[C:25](=[O:31])[O:26][C:27]([CH3:30])([CH3:29])[CH3:28])[CH:9]=1.O[CH2:34][C:35]1([C:38]([NH:40][CH3:41])=[O:39])[CH2:37][CH2:36]1.N(C(OC(C)C)=O)=NC(OC(C)C)=O.C1(P(C2C=CC=CC=2)C2C=CC=CC=2)C=CC=CC=1. Product: [F:1][C:2]1[CH:7]=[CH:6][CH:5]=[CH:4][C:3]=1[C:8]1[N:12]([S:13]([C:16]2[CH:21]=[CH:20][CH:19]=[C:18]([O:22][CH2:34][C:35]3([C:38](=[O:39])[NH:40][CH3:41])[CH2:37][CH2:36]3)[CH:17]=2)(=[O:14])=[O:15])[CH:11]=[C:10]([CH2:23][N:24]([CH3:32])[C:25](=[O:31])[O:26][C:27]([CH3:28])([CH3:29])[CH3:30])[CH:9]=1. The catalyst class is: 4. (5) Reactant: [CH3:1][CH:2]([CH3:18])[C:3]([NH:5][C:6]1[CH:11]=[CH:10][CH:9]=[C:8]([CH:12]2[CH2:17][CH2:16][NH:15][CH2:14][CH2:13]2)[CH:7]=1)=[O:4].Cl[CH2:20][CH2:21][CH2:22][C:23]([C:25]1[CH:30]=[CH:29][C:28]([CH3:31])=[C:27]([CH3:32])[CH:26]=1)=[O:24].C([O-])([O-])=O.[K+].[K+].[Na+].[I-]. Product: [CH3:32][C:27]1[CH:26]=[C:25]([C:23](=[O:24])[CH2:22][CH2:21][CH2:20][N:15]2[CH2:16][CH2:17][CH:12]([C:8]3[CH:7]=[C:6]([NH:5][C:3](=[O:4])[CH:2]([CH3:18])[CH3:1])[CH:11]=[CH:10][CH:9]=3)[CH2:13][CH2:14]2)[CH:30]=[CH:29][C:28]=1[CH3:31]. The catalyst class is: 3. (6) Reactant: [CH3:1][CH:2]([CH3:41])[CH2:3][N:4]([C:22]([C:24]1[N:28]([CH2:29][CH2:30][C:31]2[CH:36]=[CH:35][CH:34]=[CH:33][CH:32]=2)[C:27]2[CH:37]=[CH:38][CH:39]=[CH:40][C:26]=2[N:25]=1)=[O:23])[C@@H:5]1[CH2:10][N:9]([C:11]([O:13][C:14]([CH3:17])([CH3:16])[CH3:15])=[O:12])[CH2:8][C@H:7]([C:18]([O:20]C)=[O:19])[CH2:6]1.[OH-].[Na+].Cl. Product: [C:14]([O:13][C:11]([N:9]1[CH2:10][C@@H:5]([N:4]([CH2:3][CH:2]([CH3:1])[CH3:41])[C:22]([C:24]2[N:28]([CH2:29][CH2:30][C:31]3[CH:32]=[CH:33][CH:34]=[CH:35][CH:36]=3)[C:27]3[CH:37]=[CH:38][CH:39]=[CH:40][C:26]=3[N:25]=2)=[O:23])[CH2:6][C@@H:7]([C:18]([OH:20])=[O:19])[CH2:8]1)=[O:12])([CH3:15])([CH3:17])[CH3:16]. The catalyst class is: 5. (7) Reactant: O[C:2]1[C:11]2[C:6](=[N:7][CH:8]=[CH:9][CH:10]=2)[N:5]([C:12]2[CH:17]=[CH:16][CH:15]=[C:14]([O:18][C:19]([F:22])([F:21])[F:20])[CH:13]=2)[C:4](=[O:23])[C:3]=1[C:24](=O)[CH2:25][C:26]1[CH:30]=[CH:29][S:28][CH:27]=1.O.[NH2:33][NH2:34].C(=O)([O-])O.[Na+]. Product: [S:28]1[CH:29]=[CH:30][C:26]([CH2:25][C:24]2[C:3]3[C:4](=[O:23])[N:5]([C:12]4[CH:17]=[CH:16][CH:15]=[C:14]([O:18][C:19]([F:20])([F:21])[F:22])[CH:13]=4)[C:6]4[N:7]=[CH:8][CH:9]=[CH:10][C:11]=4[C:2]=3[NH:34][N:33]=2)=[CH:27]1. The catalyst class is: 3.